This data is from Forward reaction prediction with 1.9M reactions from USPTO patents (1976-2016). The task is: Predict the product of the given reaction. (1) The product is: [C:1]([O:5][C:6](=[O:23])[NH:7][C@@H:8]([C:16]1[CH:21]=[CH:20][C:19]([O:22][CH2:25][CH2:26][OH:27])=[CH:18][CH:17]=1)[C:9](=[O:15])[N:10]1[CH2:11][CH2:12][CH2:13][CH2:14]1)([CH3:4])([CH3:2])[CH3:3]. Given the reactants [C:1]([O:5][C:6](=[O:23])[NH:7][C@@H:8]([C:16]1[CH:21]=[CH:20][C:19]([OH:22])=[CH:18][CH:17]=1)[C:9](=[O:15])[N:10]1[CH2:14][CH2:13][CH2:12][CH2:11]1)([CH3:4])([CH3:3])[CH3:2].Br[CH2:25][CH2:26][OH:27].C(=O)([O-])[O-].[K+].[K+].ClCCl, predict the reaction product. (2) The product is: [NH2:1][C:2]1[N:7]=[CH:6][C:5]([C:8]([N:10]=[S:11]([CH2:14][CH2:15][CH2:16][CH2:17][C:18]([O:20][CH3:21])=[O:19])([CH3:13])=[O:12])=[O:9])=[CH:4][C:3]=1[C:24]#[C:23][C:25]1[CH:30]=[CH:29][CH:28]=[C:27]([NH:31][C:32]([C:34]2[O:35][CH:36]=[CH:37][C:38]=2[CH3:39])=[O:33])[CH:26]=1. Given the reactants [NH2:1][C:2]1[N:7]=[CH:6][C:5]([C:8]([N:10]=[S:11]([CH2:14][CH2:15][CH2:16][CH2:17][C:18]([O:20][CH3:21])=[O:19])([CH3:13])=[O:12])=[O:9])=[CH:4][C:3]=1I.[C:23]([C:25]1[CH:26]=[C:27]([NH:31][C:32]([C:34]2[O:35][CH:36]=[CH:37][C:38]=2[CH3:39])=[O:33])[CH:28]=[CH:29][CH:30]=1)#[CH:24].C(N(CC)CC)C, predict the reaction product. (3) Given the reactants [CH2:1]1[CH2:12][CH2:11][CH2:10][CH2:9][CH2:8][CH2:7][CH2:6][CH2:5][CH2:4][CH2:3][CH2:2]1.C([O:17]N=O)(C)(C)C.ON1C(=O)C2=CC=CC=C2C1=O.[OH-].[Na+].C1(=NO)CCCCCCCCCCC1.[N+](C1CCCCCCCCCCC1)([O-])=O, predict the reaction product. The product is: [C:1]1(=[O:17])[CH2:12][CH2:11][CH2:10][CH2:9][CH2:8][CH2:7][CH2:6][CH2:5][CH2:4][CH2:3][CH2:2]1. (4) The product is: [CH3:44][C:29]1[CH:30]=[C:31]([O:33][Si:34]([CH:41]([CH3:43])[CH3:42])([CH:35]([CH3:37])[CH3:36])[CH:38]([CH3:40])[CH3:39])[CH:32]=[C:14]([CH3:13])[C:15]=1[CH2:16][C:17]1[CH:18]=[CH:19][C:20]([O:25][CH2:26][O:27][CH3:28])=[C:21]([CH:22]([C:2]2[CH:7]=[CH:6][CH:5]=[CH:4][CH:3]=2)[OH:23])[CH:24]=1. Given the reactants Br[C:2]1[CH:7]=[CH:6][CH:5]=[CH:4][CH:3]=1.[Li]CCCC.[CH3:13][C:14]1[CH:32]=[C:31]([O:33][Si:34]([CH:41]([CH3:43])[CH3:42])([CH:38]([CH3:40])[CH3:39])[CH:35]([CH3:37])[CH3:36])[CH:30]=[C:29]([CH3:44])[C:15]=1[CH2:16][C:17]1[CH:18]=[CH:19][C:20]([O:25][CH2:26][O:27][CH3:28])=[C:21]([CH:24]=1)[CH:22]=[O:23], predict the reaction product. (5) Given the reactants [CH3:1][O:2][C:3]1[N:8]=[CH:7][C:6]([NH2:9])=[C:5](I)[CH:4]=1.[Br:11][C:12]1[CH:13]=[C:14](B(O)O)[C:15]([F:18])=[N:16][CH:17]=1, predict the reaction product. The product is: [Br:11][C:12]1[CH:13]=[C:14]([C:5]2[CH:4]=[C:3]([O:2][CH3:1])[N:8]=[CH:7][C:6]=2[NH2:9])[C:15]([F:18])=[N:16][CH:17]=1. (6) Given the reactants C(N(CC)CC)C.Cl.[Br:9][C:10]1[CH:11]=[C:12]([CH:15]=[CH:16][CH:17]=1)[CH2:13][NH2:14].[C:18](Cl)(=[O:20])[CH3:19].C(OCC)(=O)C, predict the reaction product. The product is: [Br:9][C:10]1[CH:11]=[C:12]([CH:15]=[CH:16][CH:17]=1)[CH2:13][NH:14][C:18](=[O:20])[CH3:19].